From a dataset of Reaction yield outcomes from USPTO patents with 853,638 reactions. Predict the reaction yield, written as a fraction of the theoretical maximum amount of product (1.0 means a 100% yield; for example, 0.34 means a 34% yield). (1) The reactants are Cl[C:2]1[N:11]=[C:10]([N:12]2[CH2:17][CH2:16][O:15][CH2:14][CH2:13]2)[C:9]2[C:4](=[CH:5][C:6]([C:18]3[O:19][C:20]([CH3:23])=[CH:21][CH:22]=3)=[CH:7][CH:8]=2)[N:3]=1.[CH3:24][N:25]([CH3:53])[C:26](=[O:52])[C:27]1[CH:32]=[CH:31][C:30]([NH:33][C:34]([NH:36][C:37]2[CH:42]=[CH:41][C:40](B3OC(C)(C)C(C)(C)O3)=[CH:39][CH:38]=2)=[O:35])=[CH:29][CH:28]=1.C(=O)([O-])[O-].[Na+].[Na+].C1(C)C=CC=CC=1. The catalyst is O.CCO. The product is [CH3:24][N:25]([CH3:53])[C:26](=[O:52])[C:27]1[CH:32]=[CH:31][C:30]([NH:33][C:34]([NH:36][C:37]2[CH:38]=[CH:39][C:40]([C:2]3[N:11]=[C:10]([N:12]4[CH2:17][CH2:16][O:15][CH2:14][CH2:13]4)[C:9]4[C:4](=[CH:5][C:6]([C:18]5[O:19][C:20]([CH3:23])=[CH:21][CH:22]=5)=[CH:7][CH:8]=4)[N:3]=3)=[CH:41][CH:42]=2)=[O:35])=[CH:29][CH:28]=1. The yield is 0.270. (2) The reactants are [C:1]([O:5][C:6]([NH:8][C:9]1([CH3:25])[CH2:14][CH2:13][CH2:12][N:11](C(OCC2C=CC=CC=2)=O)[CH2:10]1)=[O:7])([CH3:4])([CH3:3])[CH3:2]. The catalyst is CO.[Pd]. The product is [CH3:25][C:9]1([NH:8][C:6](=[O:7])[O:5][C:1]([CH3:4])([CH3:3])[CH3:2])[CH2:14][CH2:13][CH2:12][NH:11][CH2:10]1. The yield is 0.720. (3) The reactants are [Cl:1][C:2]1[CH:11]=[CH:10][C:9]2[C:4](=[CH:5][CH:6]=[C:7]([S:12]([OH:14])=[O:13])[CH:8]=2)[CH:3]=1.Br[CH2:16][CH2:17]Br.C(=O)([O-])[O-].[K+].[K+].C(OCC)(=O)C. The catalyst is CN(C=O)C.O. The product is [Cl:1][C:2]1[CH:11]=[CH:10][C:9]2[C:4](=[CH:5][CH:6]=[C:7]([S:12]([CH:16]=[CH2:17])(=[O:14])=[O:13])[CH:8]=2)[CH:3]=1. The yield is 0.390. (4) The reactants are [OH:1][CH2:2][CH2:3][C:4](=O)[CH3:5].[CH2:7]([SH:14])[C:8]1[CH:13]=[CH:12][CH:11]=[CH:10][CH:9]=1.[N+:15]([CH3:18])([O-:17])=[O:16].C(N)CN. The catalyst is C(#N)C. The product is [CH2:7]([S:14][C:4]([CH3:5])([CH2:18][N+:15]([O-:17])=[O:16])[CH2:3][CH2:2][OH:1])[C:8]1[CH:13]=[CH:12][CH:11]=[CH:10][CH:9]=1. The yield is 0.390. (5) The reactants are [Cl:1][C:2]1[CH:10]=[C:6]([C:7]([OH:9])=O)[C:5]([OH:11])=[CH:4][CH:3]=1.[NH2:12][C:13]1[S:14][CH:15]=[C:16]([C:18]2[CH:23]=[CH:22][C:21]([O:24][CH3:25])=[CH:20][CH:19]=2)[N:17]=1. No catalyst specified. The product is [Cl:1][C:2]1[CH:3]=[CH:4][C:5]([OH:11])=[C:6]([CH:10]=1)[C:7]([NH:12][C:13]1[S:14][CH:15]=[C:16]([C:18]2[CH:19]=[CH:20][C:21]([O:24][CH3:25])=[CH:22][CH:23]=2)[N:17]=1)=[O:9]. The yield is 0.164.